This data is from Forward reaction prediction with 1.9M reactions from USPTO patents (1976-2016). The task is: Predict the product of the given reaction. (1) The product is: [CH2:7]([C:9]1[C:17]2[N:16]3[C@H:18]([CH3:23])[CH2:19][NH:20][CH2:21][C:15]3=[CH:14][C:13]=2[CH:12]=[CH:11][CH:10]=1)[CH3:8]. Given the reactants [H-].[Al+3].[Li+].[H-].[H-].[H-].[CH2:7]([C:9]1[C:17]2[N:16]3[C@H:18]([CH3:23])[CH2:19][NH:20][C:21](=O)[C:15]3=[CH:14][C:13]=2[CH:12]=[CH:11][CH:10]=1)[CH3:8], predict the reaction product. (2) Given the reactants [NH2:1][C@H:2]([CH2:33][C:34]1[CH:39]=[CH:38][CH:37]=[CH:36][CH:35]=1)[CH2:3][C:4]([N:6]1[CH2:11][CH2:10][CH:9]([N:12]2[N:21]=[C:20]([C:22]3[CH:27]=[CH:26][C:25]([O:28][CH3:29])=[C:24]([O:30][CH3:31])[CH:23]=3)[C@@H:19]3[C@@H:14]([CH2:15][CH2:16][CH2:17][CH2:18]3)[C:13]2=[O:32])[CH2:8][CH2:7]1)=[O:5].[CH:40]1([CH2:43][O:44][C:45]2[CH:53]=[CH:52][C:48]3[O:49][CH2:50][O:51][C:47]=3[C:46]=2[C:54]2[C:55]3[NH:62][CH:61]=[C:60]([C:63](O)=[O:64])[C:56]=3[N:57]=[CH:58][N:59]=2)[CH2:42][CH2:41]1.CCOC(C(C#N)=NOC(N1CCOCC1)=[N+](C)C)=O.F[P-](F)(F)(F)(F)F.CCN(C(C)C)C(C)C.C(=O)(O)[O-].[Na+], predict the reaction product. The product is: [CH:40]1([CH2:43][O:44][C:45]2[CH:53]=[CH:52][C:48]3[O:49][CH2:50][O:51][C:47]=3[C:46]=2[C:54]2[C:55]3[NH:62][CH:61]=[C:60]([C:63]([NH:1][C@@H:2]([CH2:3][C:4]([N:6]4[CH2:11][CH2:10][CH:9]([N:12]5[N:21]=[C:20]([C:22]6[CH:27]=[CH:26][C:25]([O:28][CH3:29])=[C:24]([O:30][CH3:31])[CH:23]=6)[C@@H:19]6[C@@H:14]([CH2:15][CH2:16][CH2:17][CH2:18]6)[C:13]5=[O:32])[CH2:8][CH2:7]4)=[O:5])[CH2:33][C:34]4[CH:39]=[CH:38][CH:37]=[CH:36][CH:35]=4)=[O:64])[C:56]=3[N:57]=[CH:58][N:59]=2)[CH2:41][CH2:42]1. (3) The product is: [CH2:21]([O:8][C:5]1[CH:6]=[CH:7][C:2]([I:1])=[CH:3][CH:4]=1)[CH2:20][CH2:19][CH2:18][CH2:17][CH2:16][CH2:15][CH2:14][CH2:13][CH2:12][CH2:11][CH3:10]. Given the reactants [I:1][C:2]1[CH:7]=[CH:6][C:5]([OH:8])=[CH:4][CH:3]=1.Br[CH2:10][CH2:11][CH2:12][CH2:13][CH2:14][CH2:15][CH2:16][CH2:17][CH2:18][CH2:19][CH2:20][CH3:21].C([O-])([O-])=O.[K+].[K+], predict the reaction product. (4) Given the reactants [Cl:1][C:2]1[CH:7]=[CH:6]C(C)=C[C:3]=1[NH:9]N=C(C1C=CC=CC=1)C1C=CC=CC=1.O.[C:25]1([CH3:35])[CH:30]=[CH:29][C:28](S(O)(=O)=O)=[CH:27][CH:26]=1.C1(=O)CCCCC1.[CH3:43][CH2:44]O, predict the reaction product. The product is: [Cl:1][C:2]1[CH:7]=[CH:6][C:44]([CH3:43])=[C:35]2[C:3]=1[NH:9][C:26]1[CH2:27][CH2:28][CH2:29][CH2:30][C:25]2=1. (5) Given the reactants [CH3:1][O:2][C:3]1[CH:4]=[C:5]([CH:10]=[CH:11][C:12]=1[N+:13]([O-])=O)[C:6]([NH:8][CH3:9])=[O:7], predict the reaction product. The product is: [NH2:13][C:12]1[CH:11]=[CH:10][C:5]([C:6]([NH:8][CH3:9])=[O:7])=[CH:4][C:3]=1[O:2][CH3:1]. (6) Given the reactants [CH2:1]1[CH2:6][C@H:5]([C:7]([OH:9])=[O:8])[CH2:4][CH2:3][C@H:2]1[CH2:10][NH2:11].Cl[Si](C)(C)C.CN1CCOCC1.Cl[CH:25]([O:27][C:28](Cl)=[O:29])[CH3:26].[C:31]([OH:34])(=[O:33])[CH3:32], predict the reaction product. The product is: [C:31]([O:34][CH:25]([O:27][C:28]([NH:11][CH2:10][C@H:2]1[CH2:3][CH2:4][C@H:5]([C:7]([OH:9])=[O:8])[CH2:6][CH2:1]1)=[O:29])[CH3:26])(=[O:33])[CH3:32]. (7) The product is: [NH2:1][C:2]1[C:7]([NH2:8])=[CH:6][N:5]=[C:4]([O:11][C:12]2[CH:13]=[C:14]([CH:19]=[CH:20][CH:21]=2)[C:15]([O:17][CH3:18])=[O:16])[CH:3]=1. Given the reactants [NH2:1][C:2]1[C:7]([N+:8]([O-])=O)=[CH:6][N:5]=[C:4]([O:11][C:12]2[CH:13]=[C:14]([CH:19]=[CH:20][CH:21]=2)[C:15]([O:17][CH3:18])=[O:16])[CH:3]=1, predict the reaction product. (8) Given the reactants F[C:2]1[C:3]([C:9]#[N:10])=[N:4][C:5]([F:8])=[CH:6][N:7]=1.O.[NH3:12], predict the reaction product. The product is: [NH2:12][C:2]1[C:3]([C:9]#[N:10])=[N:4][C:5]([F:8])=[CH:6][N:7]=1. (9) Given the reactants [CH2:1]([N:3]1[CH2:20][CH:19]([C:21]2[CH:26]=[CH:25][CH:24]=[CH:23][CH:22]=2)[O:18][C:5]2([CH2:10][CH2:9][N:8](C(OC(C)(C)C)=O)[CH2:7][CH2:6]2)[CH2:4]1)[CH3:2].FC(F)(F)C(O)=O, predict the reaction product. The product is: [CH2:1]([N:3]1[CH2:20][CH:19]([C:21]2[CH:26]=[CH:25][CH:24]=[CH:23][CH:22]=2)[O:18][C:5]2([CH2:10][CH2:9][NH:8][CH2:7][CH2:6]2)[CH2:4]1)[CH3:2]. (10) Given the reactants Cl.Cl.[O:3]1[C:7]2[CH:8]=[CH:9][CH:10]=[C:11]([CH:12]3[CH2:17][CH2:16][N:15]([CH2:18][CH2:19][C@H:20]4[CH2:25][CH2:24][C@H:23]([NH2:26])[CH2:22][CH2:21]4)[CH2:14][CH2:13]3)[C:6]=2[CH2:5][CH2:4]1.[CH:27]1([C:30](O)=[O:31])[CH2:29][CH2:28]1, predict the reaction product. The product is: [O:3]1[C:7]2[CH:8]=[CH:9][CH:10]=[C:11]([CH:12]3[CH2:17][CH2:16][N:15]([CH2:18][CH2:19][C@H:20]4[CH2:21][CH2:22][C@H:23]([NH:26][C:30]([CH:27]5[CH2:29][CH2:28]5)=[O:31])[CH2:24][CH2:25]4)[CH2:14][CH2:13]3)[C:6]=2[CH2:5][CH2:4]1.